Dataset: Full USPTO retrosynthesis dataset with 1.9M reactions from patents (1976-2016). Task: Predict the reactants needed to synthesize the given product. (1) Given the product [N:1]1[CH:6]=[CH:5][CH:4]=[CH:3][C:2]=1[C:7]1[N:11]=[C:10]([C:12]2[CH:17]=[C:16]([CH2:18][CH2:19][OH:43])[CH:15]=[C:14]([C:20]#[N:21])[CH:13]=2)[O:9][N:8]=1, predict the reactants needed to synthesize it. The reactants are: [N:1]1[CH:6]=[CH:5][CH:4]=[CH:3][C:2]=1[C:7]1[N:11]=[C:10]([C:12]2[CH:17]=[C:16]([CH:18]=[CH2:19])[CH:15]=[C:14]([C:20]#[N:21])[CH:13]=2)[O:9][N:8]=1.C12CCCC(CCC1)B12[H]B2(C3CCCC2CCC3)[H]1.B1([O-])O[O:43]1.O.O.O.O.[Na+]. (2) The reactants are: [CH3:1][O:2][C@H:3]([CH3:9])[C@@H:4]([C:6]([OH:8])=[O:7])[NH2:5].[OH-].[Na+].Cl[C:13]([O:15][CH3:16])=[O:14].Cl. Given the product [CH3:1][O:2][C@H:3]([CH3:9])[C@H:4]([NH:5][C:13]([O:15][CH3:16])=[O:14])[C:6]([OH:8])=[O:7], predict the reactants needed to synthesize it. (3) Given the product [N:1]1[CH:6]=[CH:5][CH:4]=[CH:3][C:2]=1[C:7]1[N:26]=[C:27]([NH2:29])[S:28][C:8]=1[C:9]1[C:18]2[C:13](=[CH:14][CH:15]=[CH:16][CH:17]=2)[N:12]=[CH:11][CH:10]=1, predict the reactants needed to synthesize it. The reactants are: [N:1]1[CH:6]=[CH:5][CH:4]=[CH:3][C:2]=1[C:7](=O)[CH2:8][C:9]1[C:18]2[C:13](=[CH:14][CH:15]=[CH:16][CH:17]=2)[N:12]=[CH:11][CH:10]=1.[NH+]1C=CC=CC=1.[NH2:26][C:27]([NH2:29])=[S:28]. (4) Given the product [C:1]([O:5][C:6](=[O:31])[CH2:7][N:8]1[C:12]2[CH:13]=[CH:14][CH:15]=[C:16]([N:17]([CH2:38][C:39]3[CH:44]=[CH:43][CH:42]=[CH:41][CH:40]=3)[S:18]([C:21]3[CH:26]=[CH:25][CH:24]=[C:23]([F:27])[CH:22]=3)(=[O:19])=[O:20])[C:11]=2[N:10]=[C:9]1[CH2:28][CH2:29][CH3:30])([CH3:4])([CH3:3])[CH3:2], predict the reactants needed to synthesize it. The reactants are: [C:1]([O:5][C:6](=[O:31])[CH2:7][N:8]1[C:12]2[CH:13]=[CH:14][CH:15]=[C:16]([NH:17][S:18]([C:21]3[CH:26]=[CH:25][CH:24]=[C:23]([F:27])[CH:22]=3)(=[O:20])=[O:19])[C:11]=2[N:10]=[C:9]1[CH2:28][CH2:29][CH3:30])([CH3:4])([CH3:3])[CH3:2].C([O-])([O-])=O.[K+].[K+].[CH2:38](Br)[C:39]1[CH:44]=[CH:43][CH:42]=[CH:41][CH:40]=1. (5) Given the product [NH2:27][C:6]12[C:7](=[O:18])[C:8]3[C:13](=[CH:12][CH:11]=[CH:10][C:9]=3[NH:14][C:15](=[O:17])[CH3:16])[C:2]1([OH:28])[O:3][C:4]1[CH:23]=[C:22]([CH:24]([CH3:25])[CH3:26])[CH:21]=[CH:20][C:5]=12, predict the reactants needed to synthesize it. The reactants are: Cl[C:2]12[C:13]3[C:8](=[C:9]([NH:14][C:15](=[O:17])[CH3:16])[CH:10]=[CH:11][CH:12]=3)[C:7](=[O:18])[C:6]1(O)[C:5]1[CH:20]=[CH:21][C:22]([CH:24]([CH3:26])[CH3:25])=[CH:23][C:4]=1[O:3]2.[NH3:27].[O:28]1CCCC1. (6) Given the product [F:1][C:2]1[CH:3]=[C:4]2[C:9](=[N:10][CH:11]=1)[N:8]=[C:7]([C:12]([F:13])([F:14])[F:15])[C:6]([C:16]1[CH:21]=[N:20][N:19]([CH3:22])[C:18](=[O:23])[C:17]=1[OH:24])=[CH:5]2, predict the reactants needed to synthesize it. The reactants are: [F:1][C:2]1[CH:3]=[C:4]2[C:9](=[N:10][CH:11]=1)[N:8]=[C:7]([C:12]([F:15])([F:14])[F:13])[C:6]([C:16]1[CH:21]=[N:20][N:19]([CH3:22])[C:18](=[O:23])[C:17]=1[O:24]C)=[CH:5]2.[I-].[Na+].Cl[Si](C)(C)C. (7) Given the product [F:5][C:3]1([C:6]2[CH:11]=[CH:10][C:9]([CH3:12])=[CH:8][CH:7]=2)[CH2:2][CH2:4]1, predict the reactants needed to synthesize it. The reactants are: Cl[C:2]1(Cl)[CH2:4][C:3]1([C:6]1[CH:11]=[CH:10][C:9]([CH3:12])=[CH:8][CH:7]=1)[F:5].[H-].[Al+3].[Li+].[H-].[H-].[H-].C(C(C(C([O-])=O)O)O)([O-])=O.[Na+].[K+].CO. (8) The reactants are: I[C:2]1[CH:28]=[CH:27][C:5]2[N:6]([CH2:9][C:10]3[CH:26]=[CH:25][C:13]4[N:14]=[C:15]([NH:17][C@@H:18]5[CH2:23][CH2:22][CH2:21][CH2:20][C@H:19]5[OH:24])[S:16][C:12]=4[CH:11]=3)[CH:7]=[N:8][C:4]=2[CH:3]=1.[C:29]([N:36]1[CH2:41][CH2:40][C:39](B2OC(C)(C)C(C)(C)O2)=[CH:38][CH2:37]1)([O:31][C:32]([CH3:35])([CH3:34])[CH3:33])=[O:30].C(=O)([O-])[O-].[K+].[K+]. Given the product [OH:24][C@@H:19]1[CH2:20][CH2:21][CH2:22][CH2:23][C@H:18]1[NH:17][C:15]1[S:16][C:12]2[CH:11]=[C:10]([CH2:9][N:6]3[C:5]4[CH:27]=[CH:28][C:2]([C:39]5[CH2:40][CH2:41][N:36]([C:29]([O:31][C:32]([CH3:35])([CH3:34])[CH3:33])=[O:30])[CH2:37][CH:38]=5)=[CH:3][C:4]=4[N:8]=[CH:7]3)[CH:26]=[CH:25][C:13]=2[N:14]=1, predict the reactants needed to synthesize it.